This data is from NCI-60 drug combinations with 297,098 pairs across 59 cell lines. The task is: Regression. Given two drug SMILES strings and cell line genomic features, predict the synergy score measuring deviation from expected non-interaction effect. (1) Drug 1: CC1CCCC2(C(O2)CC(NC(=O)CC(C(C(=O)C(C1O)C)(C)C)O)C(=CC3=CSC(=N3)C)C)C. Drug 2: B(C(CC(C)C)NC(=O)C(CC1=CC=CC=C1)NC(=O)C2=NC=CN=C2)(O)O. Cell line: SF-539. Synergy scores: CSS=81.3, Synergy_ZIP=-0.512, Synergy_Bliss=-1.59, Synergy_Loewe=-2.01, Synergy_HSA=-1.06. (2) Drug 1: CC(CN1CC(=O)NC(=O)C1)N2CC(=O)NC(=O)C2. Drug 2: C1CN(P(=O)(OC1)NCCCl)CCCl. Cell line: RPMI-8226. Synergy scores: CSS=28.3, Synergy_ZIP=-1.83, Synergy_Bliss=-2.55, Synergy_Loewe=-23.7, Synergy_HSA=-2.96.